Task: Predict the product of the given reaction.. Dataset: Forward reaction prediction with 1.9M reactions from USPTO patents (1976-2016) (1) Given the reactants [Cl:1]N1C(=O)CCC1=O.CN(C)C=O.[Br:14][C:15]1[CH:16]=[CH:17][C:18]([NH2:21])=[N:19][CH:20]=1.[OH-].[Na+], predict the reaction product. The product is: [Br:14][C:15]1[CH:16]=[C:17]([Cl:1])[C:18]([NH2:21])=[N:19][CH:20]=1. (2) Given the reactants [NH:1]([C:3]1[CH:8]=[N:7][CH:6]=[CH:5][N:4]=1)[NH2:2].C(N(CC)CC)C.Cl[C:17](=[O:23])[C:18]([O:20][CH2:21][CH3:22])=[O:19], predict the reaction product. The product is: [O:23]=[C:17]([NH:2][NH:1][C:3]1[CH:8]=[N:7][CH:6]=[CH:5][N:4]=1)[C:18]([O:20][CH2:21][CH3:22])=[O:19]. (3) Given the reactants [Cl:1][C:2]1[N:10]=[C:9]2[C:5]([N:6]=[CH:7][N:8]2[CH:11]([CH3:13])[CH3:12])=[C:4](Cl)[N:3]=1.[CH3:15][O:16][C:17]1[CH:18]=[C:19]([CH:22]=[CH:23][C:24]=1[O:25][CH3:26])[CH2:20][NH2:21], predict the reaction product. The product is: [Cl:1][C:2]1[N:10]=[C:9]2[C:5]([N:6]=[CH:7][N:8]2[CH:11]([CH3:13])[CH3:12])=[C:4]([NH:21][CH2:20][C:19]2[CH:22]=[CH:23][C:24]([O:25][CH3:26])=[C:17]([O:16][CH3:15])[CH:18]=2)[N:3]=1. (4) Given the reactants C[Si]([C:5]#[N:6])(C)C.[CH3:7][N:8]([CH3:12])C(Cl)=O.[OH-].[Na+].C(=O)([O-])[O-].[Na+].[Na+].[CH2:21]1[CH2:26][CH2:25][CH2:24][CH2:23][CH2:22]1, predict the reaction product. The product is: [CH3:23][C:22]1[CH:21]=[CH:26][C:7]([C:5]#[N:6])=[N:8][C:12]=1[C:21]1[CH:26]=[CH:25][CH:24]=[CH:23][CH:22]=1. (5) Given the reactants [CH3:1][C@@H:2]([CH2:25][CH3:26])[C@H:3]([N:11]1[CH2:15][CH2:14][N:13]([CH2:16][C:17]2[CH:22]=[CH:21][CH:20]=[C:19]([CH3:23])[N:18]=2)[C:12]1=[O:24])[C:4]([O:6]C(C)(C)C)=[O:5], predict the reaction product. The product is: [CH3:1][C@@H:2]([CH2:25][CH3:26])[C@H:3]([N:11]1[CH2:15][CH2:14][N:13]([CH2:16][C:17]2[CH:22]=[CH:21][CH:20]=[C:19]([CH3:23])[N:18]=2)[C:12]1=[O:24])[C:4]([OH:6])=[O:5]. (6) Given the reactants [H-].[Na+].[CH2:3]([OH:6])[C:4]#[CH:5].Cl[C:8]1[C:13]([Cl:14])=[CH:12][C:11]([Cl:15])=[CH:10][N:9]=1.Cl.[Cl-].[Na+], predict the reaction product. The product is: [Cl:14][C:13]1[C:8]([O:6][CH2:3][C:4]#[CH:5])=[N:9][CH:10]=[C:11]([Cl:15])[CH:12]=1. (7) Given the reactants [O:1]1[CH2:6][CH2:5][N:4]([C:7]2[CH:12]=[C:11]([NH2:13])[C:10]([C:14]3[CH:15]=[N:16][CH:17]=[N:18][CH:19]=3)=[CH:9][N:8]=2)[CH2:3][CH2:2]1.Cl[C:21]1[C:30]2[C:25](=[CH:26][C:27]([F:32])=[CH:28][C:29]=2[F:31])[N:24]=[C:23]([C:33]2[CH:38]=[CH:37][CH:36]=[CH:35][N:34]=2)[C:22]=1[CH3:39].C1(P(C2CCCCC2)C2(CCC)CC(CCC)=CC(CCC)=C2C2C=CC=CC=2)CCCCC1.CC(C1C=C(C(C)C)C(C2C=CC=CC=2P(C2CCCCC2)C2CCCCC2)=C(C(C)C)C=1)C.CC(C)([O-])C.[Na+], predict the reaction product. The product is: [F:31][C:29]1[CH:28]=[C:27]([F:32])[CH:26]=[C:25]2[C:30]=1[C:21]([NH:13][C:11]1[C:10]([C:14]3[CH:19]=[N:18][CH:17]=[N:16][CH:15]=3)=[CH:9][N:8]=[C:7]([N:4]3[CH2:3][CH2:2][O:1][CH2:6][CH2:5]3)[CH:12]=1)=[C:22]([CH3:39])[C:23]([C:33]1[CH:38]=[CH:37][CH:36]=[CH:35][N:34]=1)=[N:24]2. (8) Given the reactants [Br:1]Br.C(O)(=O)C.[OH:7][C:8]1[C:17]2[C:12](=[CH:13][CH:14]=[C:15]([C:18]([O:20][CH3:21])=[O:19])[CH:16]=2)[CH:11]=[CH:10][N:9]=1, predict the reaction product. The product is: [Br:1][C:11]1[C:12]2[C:17](=[CH:16][C:15]([C:18]([O:20][CH3:21])=[O:19])=[CH:14][CH:13]=2)[C:8]([OH:7])=[N:9][CH:10]=1. (9) The product is: [CH:1]([C@@H:3]1[CH2:20][C:19]2[C@H:14]([CH2:15][CH2:16]/[C:17](=[N:24]\[OH:25])/[CH:18]=2)[C@@H:13]2[C@@H:4]1[C@H:5]1[C@@:9]([CH2:11][CH2:12]2)([CH3:10])[C@@H:8]([OH:22])[CH2:7][CH2:6]1)=[CH2:2].[CH:1]([C@@H:3]1[CH2:20][C:19]2[C@H:14]([CH2:15][CH2:16]/[C:17](=[N:24]/[OH:25])/[CH:18]=2)[C@@H:13]2[C@@H:4]1[C@H:5]1[C@@:9]([CH2:11][CH2:12]2)([CH3:10])[C@@H:8]([OH:22])[CH2:7][CH2:6]1)=[CH2:2]. Given the reactants [CH:1]([C@@H:3]1[CH2:20][C:19]2[C@H:14]([CH2:15][CH2:16][C:17](=O)[CH:18]=2)[C@@H:13]2[C@@H:4]1[C@H:5]1[C@@:9]([CH2:11][CH2:12]2)([CH3:10])[C@@H:8]([OH:22])[CH2:7][CH2:6]1)=[CH2:2].Cl.[NH2:24][OH:25].O, predict the reaction product. (10) Given the reactants [CH3:1][C:2]1([C:9]([O:11][CH2:12][CH:13]([CH3:15])[CH3:14])=[O:10])[CH2:7][CH2:6][C:5](=[O:8])[CH2:4][CH2:3]1.C([Si](C)(C)O[CH2:22][CH2:23][O:24][CH3:25])(C)(C)C.C([SiH](CC)CC)C, predict the reaction product. The product is: [CH3:1][C:2]1([C:9]([O:11][CH2:12][CH:13]([CH3:15])[CH3:14])=[O:10])[CH2:3][CH2:4][CH:5]([O:8][CH2:22][CH2:23][O:24][CH3:25])[CH2:6][CH2:7]1.